This data is from Human Reference Interactome with 51,813 positive PPI pairs across 8,248 proteins, plus equal number of experimentally-validated negative pairs. The task is: Binary Classification. Given two protein amino acid sequences, predict whether they physically interact or not. Protein 1 (ENSG00000111110) has sequence MLTRVKSAVANFMGGIMAGSSGSEHGGGSCGGSDLPLRFPYGRPEFLGLSQDEVECSADHIARPILILKETRRLPWATGYAEVINAGKSTHNEDQASCEVLTVKKKAGAVTSTPNRNSSKRRSSLPNGEGLQLKENSESEGVSCHYWSLFDGHAGSGAAVVASRLLQHHITEQLQDIVDILKNSAVLPPTCLGEEPENTPANSRTLTRAASLRGGVGAPGSPSTPPTRFFTEKKIPHECLVIGALESAFKEMDLQIERERSSYNISGGCTALIVICLLGKLYVANAGDSRAIIIRNGEII.... Protein 2 (ENSG00000181847) has sequence MRWCLLLIWAQGLRQAPLASGMMTGTIETTGNISAEKGGSIILQCHLSSTTAQVTQVNWEQQDQLLAICNADLGWHISPSFKDRVAPGPGLGLTLQSLTVNDTGEYFCIYHTYPDGTYTGRIFLEVLESSVAEHGARFQIPLLGAMAATLVVICTAVIVVVALTRKKKALRIHSVEGDLRRKSAGQEEWSPSAPSPPGSCVQAEAAPAGLCGEQRGEDCAELHDYFNVLSYRSLGNCSFFTETG*MMTGTIETTGNISAEKGGSIILQCHLSSTTAQVTQVNWEQQDQLLAICNADLGWH.... Result: 0 (the proteins do not interact).